The task is: Predict the reaction yield, written as a fraction of the theoretical maximum amount of product (1.0 means a 100% yield; for example, 0.34 means a 34% yield).. This data is from Reaction yield outcomes from USPTO patents with 853,638 reactions. (1) The reactants are [F:1][C:2]([F:14])([O:6][C:7]1[CH:8]=[C:9]([CH3:13])[CH:10]=[CH:11][CH:12]=1)[CH:3]([F:5])[F:4].[Br:15]N1C(=O)CCC1=O. The catalyst is C(Cl)(Cl)(Cl)Cl.N(C(C)(C)C#N)=NC(C)(C)C#N. The product is [F:1][C:2]([F:14])([O:6][C:7]1[CH:8]=[C:9]([CH2:13][Br:15])[CH:10]=[CH:11][CH:12]=1)[CH:3]([F:4])[F:5]. The yield is 0.960. (2) The reactants are Cl[C:2]1[N:3]([CH3:10])[C:4](=[O:9])[S:5][C:6]=1[CH:7]=[O:8].C(=O)([O-])[O-].[K+].[K+].CC1(C)C(C)(C)OB([C:25]2[CH:26]=[C:27]3[C:32](=[CH:33][CH:34]=2)[O:31][CH2:30][CH2:29][CH2:28]3)O1. The catalyst is [Br-].C([N+](CCCC)(CCCC)CCCC)CCC.C(O)C.O.C(OCC)(=O)C.C([O-])(=O)C.C([O-])(=O)C.[Pd+2]. The product is [O:31]1[C:32]2[CH:33]=[CH:34][C:25]([C:2]3[N:3]([CH3:10])[C:4](=[O:9])[S:5][C:6]=3[CH:7]=[O:8])=[CH:26][C:27]=2[CH:28]=[CH:29][CH2:30]1. The yield is 0.350. (3) The reactants are [Cl:1][C:2]1[C:7](B(O)O)=[CH:6][CH:5]=[CH:4][N:3]=1.[CH3:11][N:12]([CH3:36])[CH2:13][CH2:14][N:15]1[C:24]2[C@@:19]([CH3:34])([C@H:20]3[CH2:31][CH2:30][C@@:29]4([CH3:32])[C@@H:25]([CH2:26][CH:27]=[C:28]4I)[C@@H:21]3[CH2:22][CH:23]=2)[CH2:18][CH2:17][C:16]1=[O:35].O. The catalyst is O1CCOCC1.Cl[Pd](Cl)([P](C1C=CC=CC=1)(C1C=CC=CC=1)C1C=CC=CC=1)[P](C1C=CC=CC=1)(C1C=CC=CC=1)C1C=CC=CC=1. The product is [Cl:1][C:2]1[C:7]([C:28]2[C@@:29]3([CH3:32])[CH2:30][CH2:31][C@H:20]4[C@H:21]([C@@H:25]3[CH2:26][CH:27]=2)[CH2:22][CH:23]=[C:24]2[C@:19]4([CH3:34])[CH2:18][CH2:17][C:16](=[O:35])[N:15]2[CH2:14][CH2:13][N:12]([CH3:11])[CH3:36])=[CH:6][CH:5]=[CH:4][N:3]=1. The yield is 0.380.